From a dataset of Full USPTO retrosynthesis dataset with 1.9M reactions from patents (1976-2016). Predict the reactants needed to synthesize the given product. (1) Given the product [CH2:15]([O:12][C:3]1[CH:4]=[C:5]([N+:9]([O-:11])=[O:10])[C:6]([Cl:8])=[CH:7][C:2]=1[NH2:1])[CH:14]=[CH2:13], predict the reactants needed to synthesize it. The reactants are: [NH2:1][C:2]1[CH:7]=[C:6]([Cl:8])[C:5]([N+:9]([O-:11])=[O:10])=[CH:4][C:3]=1[OH:12].[CH2:13](Br)[CH:14]=[CH2:15].C([O-])([O-])=O.[K+].[K+]. (2) Given the product [I:12][C:13]1[CH:18]=[CH:17][N:16]=[C:15]([O:19][CH3:20])[C:14]=1[C:21]1[NH:1][C:2]2[CH:3]=[C:4]([C:5]#[N:6])[CH:7]=[C:8]([CH3:11])[C:9]=2[N:10]=1, predict the reactants needed to synthesize it. The reactants are: [NH2:1][C:2]1[CH:3]=[C:4]([CH:7]=[C:8]([CH3:11])[C:9]=1[NH2:10])[C:5]#[N:6].[I:12][C:13]1[CH:18]=[CH:17][N:16]=[C:15]([O:19][CH3:20])[C:14]=1[CH:21]=O.II. (3) Given the product [Si:57]([O:10][CH2:11][C@@H:12]1[CH2:13][C@H:14]([C:16]2[N:20]3[CH:21]=[CH:22][N:23]=[C:24]([Cl:25])[C:19]3=[CH:18][N:17]=2)[CH2:15]1)([C:53]([CH3:56])([CH3:55])[CH3:54])([CH3:59])[CH3:58], predict the reactants needed to synthesize it. The reactants are: C1(C)C=CC(S([O:10][CH2:11][C@H:12]2[CH2:15][C@@H:14]([C:16]3[N:20]4[CH:21]=[CH:22][N:23]=[C:24]([Cl:25])[C:19]4=[CH:18][N:17]=3)[CH2:13]2)(=O)=O)=CC=1.C1(C)C=CC(S(OC[C@H]2C[C@H](C3N4C=CN=C(Cl)C4=CN=3)C2)(=O)=O)=CC=1.[C:53]([Si:57](Cl)([CH3:59])[CH3:58])([CH3:56])([CH3:55])[CH3:54]. (4) The reactants are: [O:1]1[C:5]([C:6]2[CH:29]=[CH:28][C:9]3[N:10]([C:13]4[CH:14]=[C:15]([NH:24]C(=O)C)[CH:16]=[C:17]([N:19]5[CH:23]=[CH:22][CH:21]=[CH:20]5)[CH:18]=4)[CH:11]=[N:12][C:8]=3[CH:7]=2)=[CH:4][N:3]=[CH:2]1.[OH-].[Na+]. Given the product [O:1]1[C:5]([C:6]2[CH:29]=[CH:28][C:9]3[N:10]([C:13]4[CH:14]=[C:15]([CH:16]=[C:17]([N:19]5[CH:23]=[CH:22][CH:21]=[CH:20]5)[CH:18]=4)[NH2:24])[CH:11]=[N:12][C:8]=3[CH:7]=2)=[CH:4][N:3]=[CH:2]1, predict the reactants needed to synthesize it. (5) Given the product [Cl:7][C:8]1[CH:13]=[CH:12][C:11]([CH2:14][CH:15]([NH2:18])[CH2:16][CH3:17])=[CH:10][C:9]=1[O:21][CH2:22][CH3:23], predict the reactants needed to synthesize it. The reactants are: [H-].[H-].[H-].[H-].[Li+].[Al+3].[Cl:7][C:8]1[CH:13]=[CH:12][C:11]([CH:14]=[C:15]([N+:18]([O-])=O)[CH2:16][CH3:17])=[CH:10][C:9]=1[O:21][CH2:22][CH3:23].O.[OH-].[Na+]. (6) Given the product [Cl:8][C:5]1[N:4]=[C:3]([CH:10]2[CH2:12][CH2:11]2)[C:2]([F:1])=[CH:7][N:6]=1, predict the reactants needed to synthesize it. The reactants are: [F:1][C:2]1[C:3](Cl)=[N:4][C:5]([Cl:8])=[N:6][CH:7]=1.[CH:10]1(B(O)O)[CH2:12][CH2:11]1.[O-]P([O-])([O-])=O.[K+].[K+].[K+].